This data is from Forward reaction prediction with 1.9M reactions from USPTO patents (1976-2016). The task is: Predict the product of the given reaction. (1) Given the reactants [NH:1]1[CH:5]=[C:4]([C:6]([O:8]C)=O)[N:3]=[CH:2]1.[CH:10]1([Mg]Br)[CH2:12][CH2:11]1.[CH2:15]1[CH2:19]OC[CH2:16]1, predict the reaction product. The product is: [CH:10]1([C:6]([CH:16]2[CH2:15][CH2:19]2)([C:4]2[N:3]=[CH:2][NH:1][CH:5]=2)[OH:8])[CH2:12][CH2:11]1. (2) Given the reactants S(=O)(=O)(O)O.[C-:6]#[N:7].[Na+].[F:9][C:10]1[CH:15]=[CH:14][C:13]([CH:16]=[C:17]([CH3:19])[CH3:18])=[CH:12][C:11]=1[C:20]([F:23])([F:22])[F:21].[OH-:24].[Na+], predict the reaction product. The product is: [F:9][C:10]1[CH:15]=[CH:14][C:13]([CH2:16][C:17]([NH:7][CH:6]=[O:24])([CH3:19])[CH3:18])=[CH:12][C:11]=1[C:20]([F:21])([F:22])[F:23].